Dataset: Reaction yield outcomes from USPTO patents with 853,638 reactions. Task: Predict the reaction yield, written as a fraction of the theoretical maximum amount of product (1.0 means a 100% yield; for example, 0.34 means a 34% yield). (1) The reactants are [C:1]1([OH:7])[CH:6]=[CH:5][CH:4]=[CH:3][CH:2]=1.Br[C:9]12[CH2:18][C:13]3([CH3:19])[CH2:14][CH:15]([CH2:17][C:11]([CH3:20])([CH2:12]3)[CH2:10]1)[CH2:16]2.[OH-].[Na+]. The catalyst is O. The product is [CH3:19][C:13]12[CH2:14][CH:15]3[CH2:17][C:11]([CH3:20])([CH2:10][C:9]([C:1]4([OH:7])[CH:6]=[CH:5][CH:4]=[CH:3][CH2:2]4)([CH2:16]3)[CH2:18]1)[CH2:12]2. The yield is 0.370. (2) The reactants are C(Cl)CCl.C1C=CC2N(O)N=NC=2C=1.CCN(C(C)C)C(C)C.[S:24]1[CH:28]=[CH:27][C:26]([CH2:29][C:30]([OH:32])=O)=[CH:25]1.Cl.[CH3:34][NH:35][O:36][CH3:37]. The catalyst is C(Cl)Cl.CCCCCC.CC(=O)OCC. The product is [CH3:37][O:36][N:35]([CH3:34])[C:30](=[O:32])[CH2:29][C:26]1[CH:27]=[CH:28][S:24][CH:25]=1. The yield is 0.770. (3) The reactants are Cl[C:2]1[CH:3]=[CH:4][C:5]2[N:11]3[CH2:12][C@H:8]([CH2:9][CH2:10]3)[N:7]([C:13]([NH:15][C:16]3[CH:21]=[N:20][CH:19]=[CH:18][N:17]=3)=[O:14])[C:6]=2[N:22]=1.[CH3:23][C:24]1[N:25]=[N:26][CH:27]=[C:28](B2OC(C)(C)C(C)(C)O2)[CH:29]=1.[O-]P([O-])([O-])=O.[K+].[K+].[K+].CC(C1C=C(C(C)C)C(C2C=CC=CC=2P(C2CCCCC2)C2CCCCC2)=C(C(C)C)C=1)C. The catalyst is O1CCOCC1.O.CCOC(C)=O.CC([O-])=O.CC([O-])=O.[Pd+2].CO. The product is [CH3:23][C:24]1[N:25]=[N:26][CH:27]=[C:28]([C:2]2[CH:3]=[CH:4][C:5]3[N:11]4[CH2:12][C@H:8]([CH2:9][CH2:10]4)[N:7]([C:13]([NH:15][C:16]4[CH:21]=[N:20][CH:19]=[CH:18][N:17]=4)=[O:14])[C:6]=3[N:22]=2)[CH:29]=1. The yield is 0.546. (4) The reactants are Br[C:2]1[CH:3]=[CH:4][C:5](=[O:13])[N:6]([CH2:8][C:9]([OH:12])([CH3:11])[CH3:10])[CH:7]=1.[OH:14][C:15]([CH3:48])([CH3:47])[CH2:16][C@@:17]1([C:41]2[CH:46]=[CH:45][CH:44]=[CH:43][CH:42]=2)[O:22][C:21](=[O:23])[N:20]([C@H:24]([C:26]2[CH:31]=[CH:30][C:29](B3OC(C)(C)C(C)(C)O3)=[CH:28][CH:27]=2)[CH3:25])[CH2:19][CH2:18]1.C([O-])(O)=O.[Na+]. The catalyst is COCCOC.CCO.C1C=CC([P]([Pd]([P](C2C=CC=CC=2)(C2C=CC=CC=2)C2C=CC=CC=2)([P](C2C=CC=CC=2)(C2C=CC=CC=2)C2C=CC=CC=2)[P](C2C=CC=CC=2)(C2C=CC=CC=2)C2C=CC=CC=2)(C2C=CC=CC=2)C2C=CC=CC=2)=CC=1. The product is [OH:14][C:15]([CH3:47])([CH3:48])[CH2:16][C@@:17]1([C:41]2[CH:46]=[CH:45][CH:44]=[CH:43][CH:42]=2)[O:22][C:21](=[O:23])[N:20]([C@H:24]([C:26]2[CH:27]=[CH:28][C:29]([C:2]3[CH:3]=[CH:4][C:5](=[O:13])[N:6]([CH2:8][C:9]([OH:12])([CH3:11])[CH3:10])[CH:7]=3)=[CH:30][CH:31]=2)[CH3:25])[CH2:19][CH2:18]1. The yield is 0.155. (5) The reactants are [CH:1]([C:4]1[CH:9]=[CH:8][C:7]([OH:10])=[CH:6][CH:5]=1)([CH3:3])[CH3:2].F[C:12]1[CH:17]=[CH:16][CH:15]=[CH:14][C:13]=1[N+:18]([O-:20])=[O:19].[CH:21]([C:24]1[CH:37]=[CH:36][C:27]([O:28][C:29]2[CH:35]=[CH:34][CH:33]=[CH:32][C:30]=2[NH2:31])=[CH:26][CH:25]=1)([CH3:23])[CH3:22].[NH2:38][C:39]1[S:40][CH:41]=[CH:42][N:43]=1. No catalyst specified. The product is [CH:1]([C:4]1[CH:9]=[CH:8][C:7]([O:10][C:12]2[CH:17]=[CH:16][CH:15]=[CH:14][C:13]=2[N+:18]([O-:20])=[O:19])=[CH:6][CH:5]=1)([CH3:3])[CH3:2].[CH:21]([C:24]1[CH:37]=[CH:36][C:27]([O:28][C:29]2[CH:35]=[CH:34][CH:33]=[CH:32][C:30]=2[NH:31][C:7]([NH:38][C:39]2[S:40][CH:41]=[CH:42][N:43]=2)=[O:10])=[CH:26][CH:25]=1)([CH3:23])[CH3:22]. The yield is 0.750. (6) The reactants are [F:1][C:2]1[CH:7]=[CH:6][C:5]([C:8]2[N:9]([Si](C(C)C)(C(C)C)C(C)C)[CH:10]=[C:11]([C:19]3(O)[CH2:24][CH2:23][N:22]([CH3:25])[CH2:21][CH2:20]3)[C:12]=2[C:13]2[CH:18]=[CH:17][N:16]=[CH:15][CH:14]=2)=[CH:4][CH:3]=1.[F-].C([N+](CCCC)(CCCC)CCCC)CCC. No catalyst specified. The product is [F:1][C:2]1[CH:7]=[CH:6][C:5]([C:8]2[NH:9][CH:10]=[C:11]([C:19]3[CH2:24][CH2:23][N:22]([CH3:25])[CH2:21][CH:20]=3)[C:12]=2[C:13]2[CH:18]=[CH:17][N:16]=[CH:15][CH:14]=2)=[CH:4][CH:3]=1. The yield is 0.910. (7) The reactants are [F:1][C:2]([F:11])([F:10])[C:3]1[CH:8]=[CH:7][CH:6]=[CH:5][C:4]=1[OH:9].[O:12]1[CH:17]=[CH:16][CH2:15][CH2:14][CH2:13]1.O.C1(C)C(S(O)(=O)=O)=CC=CC=1.C([O-])(O)=O.[Na+]. The catalyst is CCOCC. The product is [O:12]1[CH2:17][CH2:16][CH2:15][CH2:14][CH:13]1[O:9][C:4]1[CH:5]=[CH:6][CH:7]=[CH:8][C:3]=1[C:2]([F:10])([F:11])[F:1]. The yield is 0.890. (8) The reactants are Br[C:2]1[CH:7]=[CH:6][C:5]([Br:8])=[CH:4][N:3]=1.[CH2:9]([O:11][C:12]1[CH:13]=[C:14](B(O)O)[CH:15]=[CH:16][CH:17]=1)[CH3:10]. No catalyst specified. The product is [Br:8][C:5]1[CH:6]=[CH:7][C:2]([C:16]2[CH:15]=[CH:14][CH:13]=[C:12]([O:11][CH2:9][CH3:10])[CH:17]=2)=[N:3][CH:4]=1. The yield is 0.450. (9) The reactants are Br.[NH2:2][C:3]1[C:11]([OH:12])=[C:10]2[C:6]([CH2:7][CH2:8][C:9]2=[O:13])=[CH:5][CH:4]=1.[C:14]1([CH2:20][CH2:21][CH2:22][CH2:23][C:24](O)=[O:25])[CH:19]=[CH:18][CH:17]=[CH:16][CH:15]=1.P(C#N)(OCC)(OCC)=O.C(N(CC)CC)C. The catalyst is CN(C)C=O.C(OCC)C. The product is [OH:12][C:11]1[C:3]([NH:2][C:24](=[O:25])[CH2:23][CH2:22][CH2:21][CH2:20][C:14]2[CH:19]=[CH:18][CH:17]=[CH:16][CH:15]=2)=[CH:4][CH:5]=[C:6]2[C:10]=1[C:9](=[O:13])[CH2:8][CH2:7]2. The yield is 0.260. (10) The catalyst is CN(C=O)C. The yield is 0.580. The reactants are [C:1]([O:5][C:6]([N:8]1[CH2:13][CH2:12][CH:11]([C:14](=[O:22])[C:15]2[CH:20]=[CH:19][C:18]([F:21])=[CH:17][CH:16]=2)[CH2:10][CH2:9]1)=[O:7])([CH3:4])([CH3:3])[CH3:2].CC(O)(C)C.C(O[K])(C)(C)C.C1C=CC(S(N(S(C2C=CC=CC=2)(=O)=O)[F:44])(=O)=O)=CC=1. The product is [C:1]([O:5][C:6]([N:8]1[CH2:13][CH2:12][C:11]([F:44])([C:14](=[O:22])[C:15]2[CH:16]=[CH:17][C:18]([F:21])=[CH:19][CH:20]=2)[CH2:10][CH2:9]1)=[O:7])([CH3:4])([CH3:2])[CH3:3].